Dataset: Forward reaction prediction with 1.9M reactions from USPTO patents (1976-2016). Task: Predict the product of the given reaction. (1) Given the reactants [CH3:1][C:2]1[NH:6][C:5]([C:7]([OH:9])=O)=[CH:4][CH:3]=1.[F:10][C:11]1[CH:28]=[CH:27][C:14]([C:15]([N:17]2[CH2:22][CH2:21][CH2:20][C@H:19]([C:23]([NH:25]O)=[NH:24])[CH2:18]2)=[O:16])=[CH:13][CH:12]=1.CCN=C=NCCCN(C)C.Cl.C1C=NC2N(O)N=NC=2C=1, predict the reaction product. The product is: [F:10][C:11]1[CH:28]=[CH:27][C:14]([C:15]([N:17]2[CH2:22][CH2:21][CH2:20][C@H:19]([C:23]3[N:25]=[C:7]([C:5]4[NH:6][C:2]([CH3:1])=[CH:3][CH:4]=4)[O:9][N:24]=3)[CH2:18]2)=[O:16])=[CH:13][CH:12]=1. (2) Given the reactants [H-].[H-].[H-].[H-].[Li+].[Al+3].[O:7]1[CH2:12][CH2:11][CH:10]([CH2:13][C:14](O)=[O:15])[CH2:9][CH2:8]1, predict the reaction product. The product is: [O:7]1[CH2:12][CH2:11][CH:10]([CH2:13][CH2:14][OH:15])[CH2:9][CH2:8]1. (3) The product is: [NH2:20][C:19]1[C:16]([C:17]#[N:18])=[C:14]([CH3:15])[N:3]=[C:2]([O:4][CH3:5])[N:6]=1. Given the reactants Cl.[C:2](=[NH:6])([O:4][CH3:5])[NH2:3].[O-]CC.[Na+].C(O[C:14](=[C:16]([C:19]#[N:20])[C:17]#[N:18])[CH3:15])C.C(#N)CC#N, predict the reaction product. (4) The product is: [Cl:1][C:32]1([C:33]([F:36])([F:35])[F:34])[CH:31]=[CH:30][CH:29]=[C:15]([CH2:16][NH:17][C:18](=[O:28])[CH:19]([C:21]2[CH:26]=[CH:25][CH:24]=[CH:23][C:22]=2[Cl:27])[CH3:20])[CH2:14]1. Given the reactants [Cl:1]C1C=C(C(C)C(O)=O)C=CC=1.Cl[C:14]1[C:32]([C:33]([F:36])([F:35])[F:34])=[CH:31][CH:30]=[CH:29][C:15]=1[CH2:16][NH:17][C:18](=[O:28])[CH:19]([C:21]1[CH:26]=[CH:25][CH:24]=[CH:23][C:22]=1[Cl:27])[CH3:20], predict the reaction product. (5) Given the reactants [F:1][C:2]([F:20])([F:19])[O:3][C:4]1[CH:9]=[CH:8][C:7]([C:10]2[N:14]=[C:13]([C:15]([NH:17][NH2:18])=O)[O:12][N:11]=2)=[CH:6][CH:5]=1.Cl.[C:22](=N)([NH2:24])[CH3:23].[OH-].[Na+].CCOC(C)=O, predict the reaction product. The product is: [CH3:23][C:22]1[NH:18][N:17]=[C:15]([C:13]2[O:12][N:11]=[C:10]([C:7]3[CH:8]=[CH:9][C:4]([O:3][C:2]([F:20])([F:19])[F:1])=[CH:5][CH:6]=3)[N:14]=2)[N:24]=1. (6) Given the reactants [F:1][C:2]1[CH:7]=[C:6]([N+:8]([O-])=O)[CH:5]=[CH:4][C:3]=1[O:11][CH2:12][C:13]1[CH:18]=[CH:17][CH:16]=[C:15]([F:19])[CH:14]=1, predict the reaction product. The product is: [F:1][C:2]1[CH:7]=[C:6]([NH2:8])[CH:5]=[CH:4][C:3]=1[O:11][CH2:12][C:13]1[CH:18]=[CH:17][CH:16]=[C:15]([F:19])[CH:14]=1. (7) Given the reactants [Cl:1][C:2]1[C:3]([F:31])=[C:4]([NH:8][CH:9]([C:11]2[CH:12]=[C:13]([C:28]([OH:30])=O)[CH:14]=[C:15]3[C:20]=2[O:19][C:18]([N:21]2[CH2:26][CH2:25][O:24][CH2:23][CH2:22]2)=[CH:17][C:16]3=[O:27])[CH3:10])[CH:5]=[CH:6][CH:7]=1.[CH3:32][NH:33][CH2:34][CH2:35][OH:36], predict the reaction product. The product is: [Cl:1][C:2]1[C:3]([F:31])=[C:4]([NH:8][CH:9]([C:11]2[CH:12]=[C:13]([C:28]([N:33]([CH2:34][CH2:35][OH:36])[CH3:32])=[O:30])[CH:14]=[C:15]3[C:20]=2[O:19][C:18]([N:21]2[CH2:22][CH2:23][O:24][CH2:25][CH2:26]2)=[CH:17][C:16]3=[O:27])[CH3:10])[CH:5]=[CH:6][CH:7]=1. (8) Given the reactants [Zn:1]([CH3:3])[CH3:2].B(C1[C:14]([F:15])=[C:12]([F:13])[C:10]([F:11])=[C:8]([F:9])[C:6]=1[F:7])(C1[C:14]([F:15])=[C:12]([F:13])[C:10]([F:11])=[C:8]([F:9])[C:6]=1[F:7])C1[C:14]([F:15])=[C:12]([F:13])[C:10]([F:11])=[C:8]([F:9])[C:6]=1[F:7], predict the reaction product. The product is: [Zn:1]([C:3]1[C:14]([F:15])=[C:12]([F:13])[C:10]([F:11])=[C:8]([F:9])[C:6]=1[F:7])[C:2]1[C:14]([F:15])=[C:12]([F:13])[C:10]([F:11])=[C:8]([F:9])[C:6]=1[F:7].